Task: Predict the product of the given reaction.. Dataset: Forward reaction prediction with 1.9M reactions from USPTO patents (1976-2016) (1) Given the reactants [C:1]([O:5][C:6](=[O:23])[NH:7][C:8]1[CH:21]=[CH:20][C:19]2[S:18][C:17]3[C:12](=[CH:13][CH:14]=[CH:15][C:16]=3Br)[S:11][C:10]=2[CH:9]=1)([CH3:4])([CH3:3])[CH3:2].[B:24]1([B:24]2[O:28][C:27]([CH3:30])([CH3:29])[C:26]([CH3:32])([CH3:31])[O:25]2)[O:28][C:27]([CH3:30])([CH3:29])[C:26]([CH3:32])([CH3:31])[O:25]1.C([O-])(=O)C.[K+], predict the reaction product. The product is: [C:1]([O:5][C:6](=[O:23])[NH:7][C:8]1[CH:21]=[CH:20][C:19]2[S:18][C:17]3[C:12](=[CH:13][CH:14]=[CH:15][C:16]=3[B:24]3[O:28][C:27]([CH3:30])([CH3:29])[C:26]([CH3:32])([CH3:31])[O:25]3)[S:11][C:10]=2[CH:9]=1)([CH3:4])([CH3:3])[CH3:2]. (2) Given the reactants C([C:3]1[O:7][C:6]([CH2:8][CH2:9][NH2:10])=[N:5][CH:4]=1)C.[N:11]([CH2:14][CH:15](O)[C:16](C)(C)C)=[N+]=[N-].[NH2:21][CH:22]([CH2:25][CH3:26])[CH2:23][OH:24].NC(C)CO, predict the reaction product. The product is: [CH3:14][C:4]1[N:5]=[C:6]([CH2:8][CH2:9][NH2:10])[O:7][CH:3]=1.[CH2:25]([C:22]1[N:21]=[C:16]([CH2:15][CH2:14][NH2:11])[O:24][CH:23]=1)[CH3:26]. (3) The product is: [Cl:1][C:2]1[CH:7]=[CH:6][C:5]([CH:8]2[C:13]3[N:14]=[C:15]([C:17]4[C:18]([CH3:26])=[N:19][N:20]5[CH:25]=[CH:24][CH:23]=[CH:22][C:21]=45)[S:16][C:12]=3[CH2:11][CH2:10][CH2:9]2)=[CH:4][CH:3]=1. Given the reactants [Cl:1][C:2]1[CH:7]=[CH:6][C:5]([C:8]2(O)[C:13]3[N:14]=[C:15]([C:17]4[C:18]([CH3:26])=[N:19][N:20]5[CH:25]=[CH:24][CH:23]=[CH:22][C:21]=45)[S:16][C:12]=3[CH2:11][CH2:10][CH2:9]2)=[CH:4][CH:3]=1.C([SiH](CC)CC)C.FC(F)(F)C(O)=O, predict the reaction product.